From a dataset of Full USPTO retrosynthesis dataset with 1.9M reactions from patents (1976-2016). Predict the reactants needed to synthesize the given product. Given the product [Cl:1][C:2]1[C:3]2[C:10]([I:31])=[CH:9][N:8]([C@@H:11]3[CH2:16][CH2:15][CH2:14][N:13]([C:17]([O:19][C:20]([CH3:23])([CH3:22])[CH3:21])=[O:18])[CH2:12]3)[C:4]=2[N:5]=[CH:6][N:7]=1, predict the reactants needed to synthesize it. The reactants are: [Cl:1][C:2]1[C:3]2[CH:10]=[CH:9][N:8]([C@@H:11]3[CH2:16][CH2:15][CH2:14][N:13]([C:17]([O:19][C:20]([CH3:23])([CH3:22])[CH3:21])=[O:18])[CH2:12]3)[C:4]=2[N:5]=[CH:6][N:7]=1.C1C(=O)N([I:31])C(=O)C1.